This data is from Reaction yield outcomes from USPTO patents with 853,638 reactions. The task is: Predict the reaction yield, written as a fraction of the theoretical maximum amount of product (1.0 means a 100% yield; for example, 0.34 means a 34% yield). The catalyst is C1C=CC(/C=C/C(/C=C/C2C=CC=CC=2)=O)=CC=1.C1C=CC(/C=C/C(/C=C/C2C=CC=CC=2)=O)=CC=1.C1C=CC(/C=C/C(/C=C/C2C=CC=CC=2)=O)=CC=1.[Pd].[Pd].C(Cl)Cl. The product is [CH3:45][O:44][C:40]1[CH:39]=[C:38]([NH:37][C:2]2[C:6]3[C:7]([O:11][CH:12]4[CH2:13][CH2:14][O:15][CH2:16][CH2:17]4)=[N:8][CH:9]=[CH:10][C:5]=3[NH:4][N:3]=2)[CH:43]=[CH:42][N:41]=1. The reactants are I[C:2]1[C:6]2[C:7]([O:11][CH:12]3[CH2:17][CH2:16][O:15][CH2:14][CH2:13]3)=[N:8][CH:9]=[CH:10][C:5]=2[N:4](C(C2C=CC=CC=2)(C2C=CC=CC=2)C2C=CC=CC=2)[N:3]=1.[NH2:37][C:38]1[CH:43]=[CH:42][N:41]=[C:40]([O:44][CH3:45])[CH:39]=1.C(=O)([O-])[O-].[Cs+].[Cs+].CC(C1C=C(C(C)C)C(C2C=CC=CC=2P(C2CCCCC2)C2CCCCC2)=C(C(C)C)C=1)C.C([SiH](CC)CC)C.FC(F)(F)C(O)=O. The yield is 0.0730.